From a dataset of Antibody developability classification from SAbDab with 2,409 antibodies. Regression/Classification. Given an antibody's heavy chain and light chain sequences, predict its developability. TAP uses regression for 5 developability metrics; SAbDab uses binary classification. (1) The antibody is ['QVQLQQSGPELVKPGTSVRISCEASGYTFTSYYIHWVKQRPGQGLEWIGCIYPGNVNTNYNEKFKDKATLIVDTSSNTAYMQLSRMTSEDSAVYFCTRSHYGLDWNFDVWGAGTTVTVSS', 'DIQMNQSPSSLSASLGDTITITCHASQNIYVWLNWYQQKPGNIPKLLIYKASNLHTGVPSRFSGSGSGTGFTLTISSLQPEDIATYYCQQGQTYPYTFGGGTKLEIK']. Result: 0 (not developable). (2) The antibody is ['6ayn', 'PROT_D746F282']. Result: 0 (not developable). (3) The antibody is ['EVQLVESGGGLVQPGGSLRLSCAASGFTFSSYAMSWVRQAPGKGLEWVSAISGSGGSTYYADSVKGRFTISRDNSKNTLYLQMNSLRAEDTAVYYCARDPGLWDYYYGMDVWGQGTLVTVSS', 'QSALTQPASVSGSPGQSITISCTGTSSDVGGYNYVSWYQQHPGKAPKLMIYGVTNRPSGVSNRFSGSKSGNTASLTISGLQAGDEADYYCSSYTSTRTPYVFGTGTKVEIK']. Result: 0 (not developable).